Task: Regression/Classification. Given a drug SMILES string, predict its absorption, distribution, metabolism, or excretion properties. Task type varies by dataset: regression for continuous measurements (e.g., permeability, clearance, half-life) or binary classification for categorical outcomes (e.g., BBB penetration, CYP inhibition). Dataset: cyp2c19_veith.. Dataset: CYP2C19 inhibition data for predicting drug metabolism from PubChem BioAssay (1) The molecule is Cn1nccc1C(=O)Nc1ccc(Cl)cc1. The result is 1 (inhibitor). (2) The drug is CCc1cc2c(nc1CC)CCN(CC/C(C)=N/OC[C@@H](O)COCc1ccco1)C2. The result is 0 (non-inhibitor). (3) The drug is COc1ccc(/C=C/C(=O)Nc2ccccc2C(=O)N2CCCC2)cc1. The result is 0 (non-inhibitor). (4) The drug is COCCNc1cc(-c2c(C)noc2C)ncn1. The result is 0 (non-inhibitor). (5) The drug is CCCN1C[C@@H](CSC)C[C@H]2c3cccc4[nH]cc(c34)C[C@@H]21.CS(=O)(=O)O. The result is 0 (non-inhibitor). (6) The drug is NCCCCC(=O)O. The result is 0 (non-inhibitor). (7) The compound is CCCC(=O)Nc1nnc(Cc2ccccc2)s1. The result is 1 (inhibitor). (8) The molecule is Oc1ccc2c3c1O[C@H]1c4[nH]c5c(c4C[C@@]4(O)[C@@H](C2)N(CC2CC2)CC[C@]314)C[C@]1(O)[C@H]2Cc3ccc(O)c4c3[C@@]1(CCN2CC1CC1)[C@@H]5O4. The result is 0 (non-inhibitor). (9) The result is 0 (non-inhibitor). The compound is CO[C@@H]1COC(=O)C/C=C\[C@H](C)[C@@H](OC)COC(=O)[C@@H](C)NC(=O)C/C=C\[C@H]1C. (10) The molecule is COc1ccc([C@@H]2CC(=O)c3c(O)cc(O)cc3O2)cc1O. The result is 1 (inhibitor).